This data is from Forward reaction prediction with 1.9M reactions from USPTO patents (1976-2016). The task is: Predict the product of the given reaction. The product is: [CH3:9][O:8][CH2:7][C:5]1[O:6][C:2]([C:14]2[CH:19]=[CH:18][CH:17]=[CH:16][CH:15]=2)=[CH:3][C:4]=1[C:10]([O:12][CH3:13])=[O:11]. Given the reactants Br[C:2]1[O:6][C:5]([CH2:7][O:8][CH3:9])=[C:4]([C:10]([O:12][CH3:13])=[O:11])[CH:3]=1.[C:14]1(B(O)O)[CH:19]=[CH:18][CH:17]=[CH:16][CH:15]=1.C(=O)([O-])[O-].[Na+].[Na+].COCCOC, predict the reaction product.